Task: Predict which catalyst facilitates the given reaction.. Dataset: Catalyst prediction with 721,799 reactions and 888 catalyst types from USPTO Reactant: [Cl:1][C:2]1[CH:7]=[CH:6][CH:5]=[C:4]([Cl:8])[C:3]=1[C:9]1[NH:10][C:11]([C:29]2[CH:34]=[CH:33][C:32]([F:35])=[CH:31][CH:30]=2)=[C:12]([C:14]2[N:19]=[C:18]3[N:20]([CH2:24][C:25]([CH3:28])([CH3:27])[CH3:26])[C:21]([NH2:23])=[N:22][C:17]3=[CH:16][CH:15]=2)[N:13]=1.[CH3:36][S:37]([OH:40])(=[O:39])=[O:38]. Product: [CH3:36][S:37]([OH:40])(=[O:39])=[O:38].[Cl:1][C:2]1[CH:7]=[CH:6][CH:5]=[C:4]([Cl:8])[C:3]=1[C:9]1[NH:10][C:11]([C:29]2[CH:30]=[CH:31][C:32]([F:35])=[CH:33][CH:34]=2)=[C:12]([C:14]2[N:19]=[C:18]3[N:20]([CH2:24][C:25]([CH3:28])([CH3:27])[CH3:26])[C:21]([NH2:23])=[N:22][C:17]3=[CH:16][CH:15]=2)[N:13]=1. The catalyst class is: 5.